This data is from Forward reaction prediction with 1.9M reactions from USPTO patents (1976-2016). The task is: Predict the product of the given reaction. (1) The product is: [CH3:16][C:17]1([CH3:33])[C:21]([CH3:23])([CH3:22])[O:20][B:19]([C:7]2[CH:8]=[C:9]([C@@H:13]([OH:15])[CH3:14])[CH:10]=[CH:11][CH:12]=2)[O:18]1. Given the reactants C([O-])(=O)C.[K+].Br[C:7]1[CH:8]=[C:9]([C@@H:13]([OH:15])[CH3:14])[CH:10]=[CH:11][CH:12]=1.[CH3:16][C:17]1([CH3:33])[C:21]([CH3:23])([CH3:22])[O:20][B:19]([B:19]2[O:20][C:21]([CH3:23])([CH3:22])[C:17]([CH3:33])([CH3:16])[O:18]2)[O:18]1, predict the reaction product. (2) Given the reactants [CH2:1]([O:3][C:4]([NH:6][C@@H:7]([C:12]1[CH:17]=[CH:16][CH:15]=[CH:14][CH:13]=1)[C:8]([O:10]C)=O)=[O:5])[CH3:2].[F:18][C:19]1[CH:24]=[CH:23][C:22](I)=[CH:21][C:20]=1[F:26], predict the reaction product. The product is: [F:18][C:19]1[CH:24]=[C:23]([C:8]([C:22]2[CH:23]=[CH:24][C:19]([F:18])=[C:20]([F:26])[CH:21]=2)([OH:10])[C@@H:7]([NH:6][C:4](=[O:5])[O:3][CH2:1][CH3:2])[C:12]2[CH:17]=[CH:16][CH:15]=[CH:14][CH:13]=2)[CH:22]=[CH:21][C:20]=1[F:26].